This data is from Reaction yield outcomes from USPTO patents with 853,638 reactions. The task is: Predict the reaction yield, written as a fraction of the theoretical maximum amount of product (1.0 means a 100% yield; for example, 0.34 means a 34% yield). (1) The reactants are [Cl:1]N1C(=O)CCC1=O.[CH:9]12[NH:20][CH:17]([CH2:18][CH2:19]1)[CH2:16][C:15]1[CH:14]=[CH:13][C:12]([NH2:21])=[CH:11][C:10]2=1. The catalyst is C(#N)C. The product is [Cl:1][C:11]1[C:10]2[CH:9]3[NH:20][CH:17]([CH2:16][C:15]=2[CH:14]=[CH:13][C:12]=1[NH2:21])[CH2:18][CH2:19]3. The yield is 0.160. (2) The reactants are [CH3:1][N:2]1[C:6]([C:7]2[CH:8]=[C:9]([NH2:21])[CH:10]=[CH:11][C:12]=2[O:13][CH2:14][CH2:15][N:16]2[CH2:20][CH2:19][CH2:18][CH2:17]2)=[CH:5][CH:4]=[N:3]1.[Cl:22][C:23]1[CH:33]=[CH:32][C:26]([CH:27]([OH:31])[C:28](O)=[O:29])=[CH:25][CH:24]=1.CN(C(ON1N=NC2C=CC=NC1=2)=[N+](C)C)C.F[P-](F)(F)(F)(F)F.C(N(CC)CC)C. The catalyst is CN(C=O)C. The product is [Cl:22][C:23]1[CH:24]=[CH:25][C:26]([CH:27]([OH:31])[C:28]([NH:21][C:9]2[CH:10]=[CH:11][C:12]([O:13][CH2:14][CH2:15][N:16]3[CH2:20][CH2:19][CH2:18][CH2:17]3)=[C:7]([C:6]3[N:2]([CH3:1])[N:3]=[CH:4][CH:5]=3)[CH:8]=2)=[O:29])=[CH:32][CH:33]=1. The yield is 0.150. (3) The catalyst is C1COCC1. The reactants are O[C:2]1[CH:11]=[C:10]2[C:5]([CH:6](CCCCCCCCCSCCCC(F)(F)C(F)(F)F)[CH:7](C3C=CC(O)=CC=3)[CH2:8][O:9]2)=[CH:4][CH:3]=1.O. The yield is 0.730. The product is [O:9]1[C:10]2[C:5](=[CH:4][CH:3]=[CH:2][CH:11]=2)[CH2:6][CH2:7][CH2:8]1. (4) The reactants are [CH3:1][C:2]([CH3:25])([CH3:24])[C:3]([O:5][C:6]1[CH:7]=[C:8]2[C:13](=[CH:14][C:15]=1[O:16][C:17](=[O:22])[C:18]([CH3:21])([CH3:20])[CH3:19])[N:12]=[CH:11][NH:10][C:9]2=O)=[O:4].O=P(Cl)(Cl)[Cl:28]. The catalyst is C1(C)C=CC=CC=1. The product is [CH3:1][C:2]([CH3:25])([CH3:24])[C:3]([O:5][C:6]1[CH:7]=[C:8]2[C:13](=[CH:14][C:15]=1[O:16][C:17](=[O:22])[C:18]([CH3:21])([CH3:20])[CH3:19])[N:12]=[CH:11][N:10]=[C:9]2[Cl:28])=[O:4]. The yield is 0.760. (5) The reactants are C[Sn](C)(C)[C:3]1[CH:8]=[CH:7][C:6]([N:9]2[CH2:13][C@H:12]([CH2:14][C:15](=[O:19])[C:16]([NH2:18])=[O:17])[O:11][CH2:10]2)=[CH:5][C:4]=1[F:20].[O:23]=[C:24]1[CH2:28][CH:27]([CH2:29][OH:30])[CH2:26][N:25]1[C:31]1[CH:36]=[CH:35][C:34](Br)=[CH:33][N:32]=1.[Cl-].[Li+].O. The catalyst is CN1CCCC1=O. The product is [O:23]=[C:24]1[CH2:28][CH:27]([CH2:29][OH:30])[CH2:26][N:25]1[C:31]1[CH:36]=[CH:35][C:34]([C:3]2[CH:8]=[CH:7][C:6]([N:9]3[CH2:13][C@H:12]([CH2:14][C:15](=[O:19])[C:16]([NH2:18])=[O:17])[O:11][CH2:10]3)=[CH:5][C:4]=2[F:20])=[CH:33][N:32]=1. The yield is 0.210.